Dataset: Tox21: 12 toxicity assays (nuclear receptors and stress response pathways). Task: Binary classification across 12 toxicity assays. (1) It tested positive (active) for: SR-ARE (Antioxidant Response Element (oxidative stress)), and SR-MMP (Mitochondrial Membrane Potential disruption). The drug is O=C1C(I)=CC(=C(c2cc(I)c([O-])c(I)c2)c2ccccc2C(=O)[O-])C=C1I. (2) The drug is Cc1ccc2cc3c(ccc4ccccc43)c3c2c1CC3. It tested positive (active) for: NR-AhR (Aryl hydrocarbon Receptor agonist activity), SR-ARE (Antioxidant Response Element (oxidative stress)), and SR-MMP (Mitochondrial Membrane Potential disruption). (3) The compound is c1ccc(Sc2ccccc2)cc1. It tested positive (active) for: SR-HSE (Heat Shock Element response).